From a dataset of NCI-60 drug combinations with 297,098 pairs across 59 cell lines. Regression. Given two drug SMILES strings and cell line genomic features, predict the synergy score measuring deviation from expected non-interaction effect. (1) Drug 1: CC12CCC(CC1=CCC3C2CCC4(C3CC=C4C5=CN=CC=C5)C)O. Drug 2: COCCOC1=C(C=C2C(=C1)C(=NC=N2)NC3=CC=CC(=C3)C#C)OCCOC.Cl. Cell line: CCRF-CEM. Synergy scores: CSS=2.51, Synergy_ZIP=-2.45, Synergy_Bliss=-0.866, Synergy_Loewe=-0.805, Synergy_HSA=-0.964. (2) Drug 2: CCC1(CC2CC(C3=C(CCN(C2)C1)C4=CC=CC=C4N3)(C5=C(C=C6C(=C5)C78CCN9C7C(C=CC9)(C(C(C8N6C)(C(=O)OC)O)OC(=O)C)CC)OC)C(=O)OC)O.OS(=O)(=O)O. Synergy scores: CSS=49.6, Synergy_ZIP=1.39, Synergy_Bliss=-1.01, Synergy_Loewe=-2.56, Synergy_HSA=-0.287. Cell line: COLO 205. Drug 1: C1=CN(C(=O)N=C1N)C2C(C(C(O2)CO)O)O.Cl. (3) Drug 1: CC1=C(C=C(C=C1)NC2=NC=CC(=N2)N(C)C3=CC4=NN(C(=C4C=C3)C)C)S(=O)(=O)N.Cl. Drug 2: C1=C(C(=O)NC(=O)N1)F. Cell line: HCT-15. Synergy scores: CSS=42.4, Synergy_ZIP=1.22, Synergy_Bliss=-1.62, Synergy_Loewe=-9.56, Synergy_HSA=-2.53. (4) Drug 1: CN(C)N=NC1=C(NC=N1)C(=O)N. Drug 2: CN(C)C1=NC(=NC(=N1)N(C)C)N(C)C. Cell line: HS 578T. Synergy scores: CSS=-1.41, Synergy_ZIP=1.98, Synergy_Bliss=9.20, Synergy_Loewe=-0.225, Synergy_HSA=2.00.